This data is from Retrosynthesis with 50K atom-mapped reactions and 10 reaction types from USPTO. The task is: Predict the reactants needed to synthesize the given product. (1) Given the product CC(=CC(=O)c1ccc(-c2ccc(CN3CC(C(=O)O)C3)cc2)cc1)c1cccc(C(F)(F)F)c1, predict the reactants needed to synthesize it. The reactants are: COC(=O)C1CN(Cc2ccc(-c3ccc(C(=O)C=C(C)c4cccc(C(F)(F)F)c4)cc3)cc2)C1. (2) Given the product CNC(=O)[C@@H](NC(=O)c1nc(C(=O)c2ccccc2)n2c1CN(C(=O)OC(C)(C)C)CC2)C(C)(C)C, predict the reactants needed to synthesize it. The reactants are: CC(C)(C)OC(=O)N1CCn2c(C(=O)c3ccccc3)nc(C(=O)O)c2C1.CNC(=O)[C@@H](N)C(C)(C)C. (3) Given the product Nc1ccc(-c2nc(-c3cccs3)no2)cc1, predict the reactants needed to synthesize it. The reactants are: O=[N+]([O-])c1ccc(-c2nc(-c3cccs3)no2)cc1. (4) Given the product CS(=O)(=O)c1cc(C2CCNCC2)ccc1N, predict the reactants needed to synthesize it. The reactants are: CS(=O)(=O)c1cc(-c2ccncc2)ccc1N.